From a dataset of Reaction yield outcomes from USPTO patents with 853,638 reactions. Predict the reaction yield, written as a fraction of the theoretical maximum amount of product (1.0 means a 100% yield; for example, 0.34 means a 34% yield). (1) The reactants are [NH2:1][C:2]1[N:3]([CH2:24]C2CCCCC2)[C:4](=[O:23])[C:5]2([C:15]3[C:10](=[CH:11][CH:12]=[C:13](Br)[CH:14]=3)[O:9][CH:8]([C:17]3[CH:22]=[CH:21][CH:20]=[CH:19][CH:18]=3)[CH2:7]2)[N:6]=1.[CH3:31][N:32]([CH3:44])[C:33]([C:35]1[CH:40]=[CH:39][C:38](B(O)O)=[CH:37][CH:36]=1)=[O:34]. The catalyst is O1CCOCC1.C([O-])([O-])=O.[Cs+].[Cs+].Cl[Pd](Cl)([P](C1C=CC=CC=1)(C1C=CC=CC=1)C1C=CC=CC=1)[P](C1C=CC=CC=1)(C1C=CC=CC=1)C1C=CC=CC=1. The product is [NH2:1][C:2]1[N:3]([CH3:24])[C:4](=[O:23])[C:5]2([C:15]3[C:14](=[CH:13][CH:12]=[C:11]([C:38]4[CH:39]=[CH:40][C:35]([C:33]([N:32]([CH3:44])[CH3:31])=[O:34])=[CH:36][CH:37]=4)[CH:10]=3)[O:9][CH:8]([C:17]3[CH:18]=[CH:19][CH:20]=[CH:21][CH:22]=3)[CH2:7]2)[N:6]=1. The yield is 0.340. (2) The reactants are [NH2:1][CH2:2][CH2:3][CH2:4]CO.[H-].[Na+].[Cl:9][C:10]1[N:15]=[C:14]([C:16]2[CH:21]=[CH:20][CH:19]=[CH:18][CH:17]=2)[N:13]=[C:12]([C:22]([NH:24][C:25]2[CH:30]=[CH:29][CH:28]=[CH:27][C:26]=2[C:31]2[S:32][C:33]3[C:38]([N:39]=2)=[CH:37][CH:36]=[CH:35][N:34]=3)=[O:23])[CH:11]=1.[OH2:40]. The catalyst is CS(C)=O.CCCCC. The product is [ClH:9].[NH2:1][CH2:2][CH2:3][CH2:4][O:40][C:10]1[N:15]=[C:14]([C:16]2[CH:21]=[CH:20][CH:19]=[CH:18][CH:17]=2)[N:13]=[C:12]([C:22]([NH:24][C:25]2[CH:30]=[CH:29][CH:28]=[CH:27][C:26]=2[C:31]2[S:32][C:33]3[C:38]([N:39]=2)=[CH:37][CH:36]=[CH:35][N:34]=3)=[O:23])[CH:11]=1. The yield is 0.340.